From a dataset of Catalyst prediction with 721,799 reactions and 888 catalyst types from USPTO. Predict which catalyst facilitates the given reaction. (1) Reactant: [CH2:1]([N:3]1[CH:14]=[CH:13][C:6]2[N:7]=[C:8]([S:11][CH3:12])[N:9]=[CH:10][C:5]=2[C:4]1=[O:15])[CH3:2].[Br:16]Br. Product: [Br:16][C:13]1[C:6]2[N:7]=[C:8]([S:11][CH3:12])[N:9]=[CH:10][C:5]=2[C:4](=[O:15])[N:3]([CH2:1][CH3:2])[CH:14]=1. The catalyst class is: 15. (2) Reactant: [CH3:1][C:2]1[CH:6]=[C:5]([NH2:7])[NH:4][N:3]=1.[F:8][C:9]1[CH:10]=[C:11]([C:16](=O)[CH2:17][C:18](OCC)=[O:19])[CH:12]=[CH:13][C:14]=1[F:15]. Product: [F:8][C:9]1[CH:10]=[C:11]([C:16]2[N:4]3[N:3]=[C:2]([CH3:1])[CH:6]=[C:5]3[NH:7][C:18](=[O:19])[CH:17]=2)[CH:12]=[CH:13][C:14]=1[F:15]. The catalyst class is: 17. (3) Reactant: [Li+].[C:2]([C:6]1[CH:11]=[CH:10][C:9]([S:12]([O-:14])=[O:13])=[CH:8][CH:7]=1)([CH3:5])([CH3:4])[CH3:3].Br[CH:16]([CH2:20]Br)[C:17]([NH2:19])=[O:18]. Product: [C:2]([C:6]1[CH:11]=[CH:10][C:9]([S:12](/[CH:20]=[CH:16]/[C:17]([NH2:19])=[O:18])(=[O:14])=[O:13])=[CH:8][CH:7]=1)([CH3:5])([CH3:3])[CH3:4]. The catalyst class is: 18. (4) Reactant: [O:1]=[C:2]1[CH:11]=[CH:10][C:9]2[C:4](=[CH:5][CH:6]=[C:7]([C:12]([F:15])([F:14])[F:13])[CH:8]=2)[N:3]1[CH2:16][C:17]([OH:19])=[O:18].CO. Product: [O:1]=[C:2]1[CH2:11][CH2:10][C:9]2[C:4](=[CH:5][CH:6]=[C:7]([C:12]([F:14])([F:13])[F:15])[CH:8]=2)[N:3]1[CH2:16][C:17]([OH:19])=[O:18]. The catalyst class is: 45. (5) Reactant: O.NN.[F:4][C:5]1[C:13]([N:14]2C(=O)C3C(=CC=CC=3)C2=O)=[CH:12][CH:11]=[C:10]2[C:6]=1[CH:7]=[CH:8][N:9]2[CH2:25][C:26]1[CH:31]=[CH:30][CH:29]=[CH:28][N:27]=1. Product: [F:4][C:5]1[C:13]([NH2:14])=[CH:12][CH:11]=[C:10]2[C:6]=1[CH:7]=[CH:8][N:9]2[CH2:25][C:26]1[CH:31]=[CH:30][CH:29]=[CH:28][N:27]=1. The catalyst class is: 5. (6) Reactant: [Cl:1]CC(Cl)=O.[Al+3].[Cl-].[Cl-].[Cl-].[C:10]1([CH:17]=[CH:16][CH:15]=[C:13]([OH:14])[CH:12]=1)[OH:11]. Product: [Cl:1][C:16]1[CH:15]=[C:13]([OH:14])[CH:12]=[C:10]([OH:11])[CH:17]=1. The catalyst class is: 641. (7) Reactant: Br[C:2]1[CH:3]=[C:4]([CH:8]=[CH:9][CH:10]=1)[CH2:5][CH2:6][OH:7].[S:11]1[CH:15]=[CH:14][C:13](B(O)O)=[CH:12]1.C([O-])([O-])=O.[Na+].[Na+]. Product: [S:11]1[CH:15]=[CH:14][C:13]([C:2]2[CH:3]=[C:4]([CH2:5][CH2:6][OH:7])[CH:8]=[CH:9][CH:10]=2)=[CH:12]1. The catalyst class is: 109. (8) Reactant: [Cl:1][C:2]1[CH:3]=[CH:4][C:5]2[C:11](=O)[C:10](=[CH:13]N(C)C)[CH2:9][N:8]=[C:7]([C:17]3[C:22]([F:23])=[CH:21][CH:20]=[CH:19][C:18]=3[F:24])[C:6]=2[CH:25]=1.Cl.[NH2:27][C:28]([NH2:30])=[NH:29].C(=O)([O-])[O-].[K+].[K+].C(O)C. Product: [Cl:1][C:2]1[CH:3]=[CH:4][C:5]2[C:11]3[N:29]=[C:28]([NH2:30])[N:27]=[CH:13][C:10]=3[CH2:9][N:8]=[C:7]([C:17]3[C:18]([F:24])=[CH:19][CH:20]=[CH:21][C:22]=3[F:23])[C:6]=2[CH:25]=1. The catalyst class is: 280.